This data is from Catalyst prediction with 721,799 reactions and 888 catalyst types from USPTO. The task is: Predict which catalyst facilitates the given reaction. Reactant: N[C:2]1[C:3]([N+:8]([O-:10])=[O:9])=[N:4][CH:5]=[CH:6][CH:7]=1.[F:11][B-](F)(F)F.[H+].N(OCCC(C)C)=O. Product: [F:11][C:2]1[C:3]([N+:8]([O-:10])=[O:9])=[N:4][CH:5]=[CH:6][CH:7]=1. The catalyst class is: 8.